Dataset: Reaction yield outcomes from USPTO patents with 853,638 reactions. Task: Predict the reaction yield, written as a fraction of the theoretical maximum amount of product (1.0 means a 100% yield; for example, 0.34 means a 34% yield). (1) The reactants are [C:1]1([C@H:7]2[CH2:11][NH:10][CH2:9][C@@H:8]2[CH2:12][OH:13])[CH:6]=[CH:5][CH:4]=[CH:3][CH:2]=1.C(N(CC)CC)C.[C:21](O[C:21]([O:23][C:24]([CH3:27])([CH3:26])[CH3:25])=[O:22])([O:23][C:24]([CH3:27])([CH3:26])[CH3:25])=[O:22]. The catalyst is C1COCC1. The product is [C:24]([O:23][C:21]([N:10]1[CH2:11][C@H:7]([C:1]2[CH:2]=[CH:3][CH:4]=[CH:5][CH:6]=2)[C@@H:8]([CH2:12][OH:13])[CH2:9]1)=[O:22])([CH3:27])([CH3:26])[CH3:25]. The yield is 0.700. (2) The yield is 0.420. The catalyst is C(OCC)(=O)C. The reactants are [Cl-].O[NH3+:3].[C:4](=[O:7])([O-])[OH:5].[Na+].CS(C)=O.[CH2:13]([N:20]1[C:25](=[O:26])[C:24]([CH2:27][C:28]2[CH:33]=[CH:32][C:31]([C:34]3[C:35]([C:40]#[N:41])=[CH:36][CH:37]=[CH:38][CH:39]=3)=[CH:30][CH:29]=2)=[C:23]([CH2:42][CH2:43][CH2:44][CH3:45])[N:22]=[C:21]1[CH2:46][F:47])[C:14]1[CH:19]=[CH:18][CH:17]=[CH:16][CH:15]=1. The product is [CH2:13]([N:20]1[C:25](=[O:26])[C:24]([CH2:27][C:28]2[CH:33]=[CH:32][C:31]([C:34]3[CH:39]=[CH:38][CH:37]=[CH:36][C:35]=3[C:40]3[NH:3][C:4](=[O:7])[O:5][N:41]=3)=[CH:30][CH:29]=2)=[C:23]([CH2:42][CH2:43][CH2:44][CH3:45])[N:22]=[C:21]1[CH2:46][F:47])[C:14]1[CH:15]=[CH:16][CH:17]=[CH:18][CH:19]=1. (3) The reactants are [NH2:1][C:2]1[CH:7]=[CH:6][N:5]=[CH:4][CH:3]=1.[H-].[Na+].CS[C:12]1[N:13]=[CH:14][C:15]2[CH:21]=[C:20]([C:22]3[CH:27]=[C:26]([O:28][CH3:29])[CH:25]=[C:24]([O:30][CH3:31])[CH:23]=3)[C:19](=[O:32])[N:18]([CH2:33][CH3:34])[C:16]=2[N:17]=1. No catalyst specified. The product is [N:5]1[CH:6]=[CH:7][C:2]([NH:1][C:12]2[N:13]=[CH:14][C:15]3[CH:21]=[C:20]([C:22]4[CH:23]=[C:24]([O:30][CH3:31])[CH:25]=[C:26]([O:28][CH3:29])[CH:27]=4)[C:19](=[O:32])[N:18]([CH2:33][CH3:34])[C:16]=3[N:17]=2)=[CH:3][CH:4]=1. The yield is 0.663. (4) The reactants are [Cl:1][C:2]1[CH:3]=[C:4]([C:8]2[C:13]([O:14][CH3:15])=[CH:12][CH:11]=[C:10]([CH2:16][C:17]([OH:19])=O)[C:9]=2[F:20])[CH:5]=[CH:6][CH:7]=1.Cl[CH:22](Cl)C.S(Cl)(Cl)=O.C[Si](C=[N+]=[N-])(C)C.[BrH:36].C([O-])([O-])=O.[Na+].[Na+]. The catalyst is ClCCl. The product is [Br:36][CH2:22][C:17](=[O:19])[CH2:16][C:10]1[C:9]([F:20])=[C:8]([C:4]2[CH:5]=[CH:6][CH:7]=[C:2]([Cl:1])[CH:3]=2)[C:13]([O:14][CH3:15])=[CH:12][CH:11]=1. The yield is 0.990. (5) The reactants are [C:1]([OH:5])(=O)[CH2:2][OH:3].F[P-](F)(F)(F)(F)F.N1([O:22][C:23](N(C)C)=[N+](C)C)C2N=CC=CC=2N=N1.[Cl:30][C:31]1[CH:32]=[C:33]([CH:53]=[CH:54][C:55]=1[F:56])[NH:34][C:35]1[C:44]2[C:39](=[CH:40][C:41]([OH:52])=[CH:42][C:43]=2[O:45][CH2:46][C@H:47]2[CH2:51][CH2:50][CH2:49][NH:48]2)[N:38]=[CH:37][N:36]=1.[CH:57](N(CC)C(C)C)(C)C. The catalyst is C(Cl)Cl. The product is [Cl:30][C:31]1[CH:32]=[C:33]([CH:53]=[CH:54][C:55]=1[F:56])[NH:34][C:35]1[C:44]2[C:39](=[CH:40][C:41]([O:52][CH2:57][CH2:23][OH:22])=[CH:42][C:43]=2[O:45][CH2:46][C@H:47]2[CH2:51][CH2:50][CH2:49][N:48]2[C:1](=[O:5])[CH2:2][OH:3])[N:38]=[CH:37][N:36]=1. The yield is 0.420. (6) The reactants are [CH3:1][S:2]([C:5]1[CH:6]=[C:7]([C:11]2[N:16]3[N:17]=[C:18]([NH2:20])[N:19]=[C:15]3[CH:14]=[CH:13][CH:12]=2)[CH:8]=[CH:9][CH:10]=1)(=[O:4])=[O:3].Br[C:22]1[CH:27]=[CH:26][CH:25]=[CH:24][C:23]=1[O:28][CH3:29]. No catalyst specified. The product is [CH3:1][S:2]([C:5]1[CH:6]=[C:7]([C:11]2[N:16]3[N:17]=[C:18]([NH:20][C:22]4[CH:27]=[CH:26][CH:25]=[CH:24][C:23]=4[O:28][CH3:29])[N:19]=[C:15]3[CH:14]=[CH:13][CH:12]=2)[CH:8]=[CH:9][CH:10]=1)(=[O:3])=[O:4]. The yield is 0.380. (7) The reactants are C(O)(=O)C.C(O[BH-](OC(=O)C)OC(=O)C)(=O)C.[Na+].[NH2:19][CH:20]1[CH2:25][CH2:24][CH2:23][N:22]([C:26]2[CH:27]=[C:28]([CH:33]=[CH:34][CH:35]=2)[C:29]([O:31][CH3:32])=[O:30])[CH2:21]1.[Cl:36][C:37]1[CH:42]=[CH:41][C:40]([C:43]2[S:44][C:45]([CH:49]=O)=[C:46]([CH3:48])[N:47]=2)=[CH:39][CH:38]=1.C(=O)(O)[O-].[Na+]. The catalyst is O1CCCC1. The product is [Cl:36][C:37]1[CH:38]=[CH:39][C:40]([C:43]2[S:44][C:45]([CH2:49][NH:19][CH:20]3[CH2:25][CH2:24][CH2:23][N:22]([C:26]4[CH:27]=[C:28]([CH:33]=[CH:34][CH:35]=4)[C:29]([O:31][CH3:32])=[O:30])[CH2:21]3)=[C:46]([CH3:48])[N:47]=2)=[CH:41][CH:42]=1. The yield is 0.390. (8) The reactants are C[Si]([N-][Si](C)(C)C)(C)C.[Li+].[CH3:11][O:12][C:13]1[CH:18]=[CH:17][C:16]([C:19](=[O:24])[CH2:20][CH:21]([CH3:23])[CH3:22])=[CH:15][C:14]=1[O:25][CH2:26][CH2:27][CH2:28][O:29][CH3:30].[CH2:31]([C@H:38]1[CH2:42][O:41][C:40](=[O:43])[N:39]1[C:44](=[O:54])[C@H:45]([CH:51]([CH3:53])[CH3:52])[CH2:46]/[CH:47]=[CH:48]/[CH2:49]Br)[C:32]1[CH:37]=[CH:36][CH:35]=[CH:34][CH:33]=1.[Cl-].[NH4+]. The catalyst is O1CCCC1.C(OCC)(=O)C. The product is [CH2:31]([C@H:38]1[CH2:42][O:41][C:40](=[O:43])[N:39]1[C:44](=[O:54])[C@H:45]([CH:51]([CH3:53])[CH3:52])[CH2:46]/[CH:47]=[CH:48]/[CH2:49][CH:20]([C:19](=[O:24])[C:16]1[CH:17]=[CH:18][C:13]([O:12][CH3:11])=[C:14]([O:25][CH2:26][CH2:27][CH2:28][O:29][CH3:30])[CH:15]=1)[CH:21]([CH3:23])[CH3:22])[C:32]1[CH:33]=[CH:34][CH:35]=[CH:36][CH:37]=1. The yield is 0.700.